Dataset: Reaction yield outcomes from USPTO patents with 853,638 reactions. Task: Predict the reaction yield, written as a fraction of the theoretical maximum amount of product (1.0 means a 100% yield; for example, 0.34 means a 34% yield). (1) The reactants are [NH2:1][C:2]1[C:7]([F:8])=[C:6](Cl)[N:5]=[C:4]([C:10]([O:12][CH3:13])=[O:11])[C:3]=1[O:14][CH3:15].[Cl:16][C:17]1[CH:22]=[CH:21][C:20](B2OC(C)(C)C(C)(C)O2)=[C:19]([F:32])[C:18]=1[CH:33]([F:35])[CH3:34].[F-].[K+].CC#N. The catalyst is Cl[Pd](Cl)([P](C1C=CC=CC=1)(C1C=CC=CC=1)C1C=CC=CC=1)[P](C1C=CC=CC=1)(C1C=CC=CC=1)C1C=CC=CC=1.O. The product is [NH2:1][C:2]1[C:7]([F:8])=[C:6]([C:20]2[CH:21]=[CH:22][C:17]([Cl:16])=[C:18]([CH:33]([F:35])[CH3:34])[C:19]=2[F:32])[N:5]=[C:4]([C:10]([O:12][CH3:13])=[O:11])[C:3]=1[O:14][CH3:15]. The yield is 0.810. (2) The reactants are O(S(C(F)(F)F)(=O)=O)S(C(F)(F)F)(=O)=O.[CH2:16]([O:23][N:24]1[C:30](=[O:31])[N:29]2[CH2:32][C@H:25]1[CH2:26][CH2:27][C@H:28]2[C:33]([NH:35][NH:36][C:37](=O)[CH2:38][CH2:39][CH2:40][NH:41][C:42](=[O:48])[O:43][C:44]([CH3:47])([CH3:46])[CH3:45])=[O:34])[C:17]1[CH:22]=[CH:21][CH:20]=[CH:19][CH:18]=1.C([O-])(O)=O.[Na+]. The catalyst is C(Cl)Cl. The product is [CH2:16]([O:23][N:24]1[C:30](=[O:31])[N:29]2[CH2:32][C@H:25]1[CH2:26][CH2:27][C@H:28]2[C:33]1[O:34][C:37]([CH2:38][CH2:39][CH2:40][NH:41][C:42](=[O:48])[O:43][C:44]([CH3:46])([CH3:47])[CH3:45])=[N:36][N:35]=1)[C:17]1[CH:22]=[CH:21][CH:20]=[CH:19][CH:18]=1. The yield is 0.540. (3) The reactants are [N:1]1[CH:6]=[CH:5][CH:4]=[C:3]([C:7]2[CH:8]=[C:9]([OH:13])[CH:10]=[CH:11][CH:12]=2)[CH:2]=1.Br[C:15]([CH3:21])([CH3:20])[C:16]([O:18][CH3:19])=[O:17].C([O-])([O-])=O.[K+].[K+]. The catalyst is CN(C=O)C.[Cl-].[Na+].O. The product is [CH3:19][O:18][C:16](=[O:17])[C:15]([CH3:21])([O:13][C:9]1[CH:10]=[CH:11][CH:12]=[C:7]([C:3]2[CH:2]=[N:1][CH:6]=[CH:5][CH:4]=2)[CH:8]=1)[CH3:20]. The yield is 0.800. (4) The reactants are Cl[CH2:2][CH2:3][C@:4]([C:10]1[CH:15]=[C:14]([N+:16]([O-:18])=[O:17])[CH:13]=[CH:12][C:11]=1[F:19])([CH2:8][CH3:9])[N:5]=[C:6]=[S:7].[NH3:20]. The catalyst is C1COCC1.O.C(OCC)(=O)C. The product is [CH2:3]([C@@:4]1([C:10]2[CH:15]=[C:14]([N+:16]([O-:18])=[O:17])[CH:13]=[CH:12][C:11]=2[F:19])[CH2:8][CH2:9][S:7][C:6]([NH2:20])=[N:5]1)[CH3:2]. The yield is 0.800. (5) The reactants are [NH2:1][C:2]1[CH:14]=[CH:13][C:12]([Br:15])=[CH:11][C:3]=1[C:4]([N:6](CC)CC)=[O:5].Cl.[O:17](N)[CH3:18].C(N(CC)CC)C. No catalyst specified. The product is [NH2:1][C:2]1[CH:14]=[CH:13][C:12]([Br:15])=[CH:11][C:3]=1[C:4]([NH:6][O:17][CH3:18])=[O:5]. The yield is 0.650. (6) The reactants are [CH3:1][N:2]([CH:12]1[CH:17]([CH3:18])[CH2:16][CH2:15][NH:14][CH2:13]1)[C:3]1[C:4]2[CH:11]=[CH:10][NH:9][C:5]=2[N:6]=[CH:7][N:8]=1.[C:19]([CH2:21][C:22](OCC)=[O:23])#[N:20].C(N(CC)CC)C.C(O)(=O)CC(CC(O)=O)(C(O)=O)O. The catalyst is O.C1(C)C=CC=CC=1. The product is [CH3:18][C@@H:17]1[CH2:16][CH2:15][N:14]([C:22](=[O:23])[CH2:21][C:19]#[N:20])[CH2:13][C@@H:12]1[N:2]([CH3:1])[C:3]1[C:4]2[CH:11]=[CH:10][NH:9][C:5]=2[N:6]=[CH:7][N:8]=1. The yield is 0.653. (7) The reactants are [CH2:1]([NH2:3])[CH3:2].[Cl:4][CH2:5][CH2:6][N:7]=[C:8]=[O:9]. No catalyst specified. The product is [Cl:4][CH2:5][CH2:6][NH:7][C:8]([NH:3][CH2:1][CH3:2])=[O:9]. The yield is 0.650.